From a dataset of Forward reaction prediction with 1.9M reactions from USPTO patents (1976-2016). Predict the product of the given reaction. (1) Given the reactants O=[CH:2][C@@H:3]([C@H:5]([C@@H:7]([C@@H:9]([CH2:11][OH:12])[OH:10])[OH:8])[OH:6])[OH:4].[NH:13]([CH2:21][C:22]1[CH:27]=[CH:26][CH:25]=[CH:24][CH:23]=1)[CH2:14][C:15]1[CH:20]=[CH:19][CH:18]=[CH:17][CH:16]=1.CC(O)=O, predict the reaction product. The product is: [CH2:21]([N:13]([CH2:14][C:15]1[CH:20]=[CH:19][CH:18]=[CH:17][CH:16]=1)[CH2:2][C:3]([C@H:5]([C@@H:7]([C@@H:9]([CH2:11][OH:12])[OH:10])[OH:8])[OH:6])=[O:4])[C:22]1[CH:27]=[CH:26][CH:25]=[CH:24][CH:23]=1. (2) Given the reactants [CH:1]1[CH:6]=[N:5][CH:4]=[C:3]([CH2:7][C:8]([P:14]([O-:17])([OH:16])=[O:15])([P:10]([OH:13])([OH:12])=[O:11])[OH:9])[CH:2]=1.[Na+], predict the reaction product. The product is: [CH:1]1[CH:6]=[N:5][CH:4]=[C:3]([CH2:7][C:8]([P:10]([OH:12])([OH:13])=[O:11])([P:14]([OH:17])([OH:16])=[O:15])[OH:9])[CH:2]=1. (3) Given the reactants [Cl:1][C:2]1[CH:3]=[CH:4][C:5]2[N:11]3[C:12]([C:15]([F:18])([F:17])[F:16])=[N:13][N:14]=[C:10]3[C@@H:9]([CH2:19][C:20](O)=[O:21])[S:8][C@H:7]([C:23]3[CH:28]=[CH:27][CH:26]=[C:25]([O:29][CH3:30])[C:24]=3[O:31][CH3:32])[C:6]=2[CH:33]=1.Cl.C(N=C=NCCCN(C)C)C.Cl.[O:47]=[C:48]1[CH2:53][NH:52][CH2:51][CH2:50][N:49]1[CH2:54][CH2:55][C:56]([O:58][CH2:59][CH3:60])=[O:57].O.ON1C2C=CC=CC=2N=N1, predict the reaction product. The product is: [Cl:1][C:2]1[CH:3]=[CH:4][C:5]2[N:11]3[C:12]([C:15]([F:18])([F:17])[F:16])=[N:13][N:14]=[C:10]3[C@@H:9]([CH2:19][C:20]([N:52]3[CH2:51][CH2:50][N:49]([CH2:54][CH2:55][C:56]([O:58][CH2:59][CH3:60])=[O:57])[C:48](=[O:47])[CH2:53]3)=[O:21])[S:8][C@H:7]([C:23]3[CH:28]=[CH:27][CH:26]=[C:25]([O:29][CH3:30])[C:24]=3[O:31][CH3:32])[C:6]=2[CH:33]=1. (4) Given the reactants [F:1][C:2]1[CH:3]=[C:4]([CH:8]=[C:9]([F:11])[CH:10]=1)[C:5]([NH2:7])=[O:6].C(Cl)(Cl)Cl.[OH-].[Na+], predict the reaction product. The product is: [OH2:6].[F:1][C:2]1[CH:3]=[C:4]([CH:8]=[C:9]([F:11])[CH:10]=1)[C:5]([NH2:7])=[O:6]. (5) Given the reactants [CH2:1]([C:3]([C:20]1[CH:25]=[CH:24][C:23]([CH2:26]O)=[C:22]([CH3:28])[CH:21]=1)([C:6]1[CH:11]=[CH:10][C:9]([O:12][CH:13]2[CH2:18][CH2:17][CH2:16][CH2:15][O:14]2)=[C:8]([CH3:19])[CH:7]=1)[CH2:4][CH3:5])[CH3:2].CS([Cl:33])(=O)=O.CCN(CC)CC.[Li+].[Cl-], predict the reaction product. The product is: [Cl:33][CH2:26][C:23]1[CH:24]=[CH:25][C:20]([C:3]([C:6]2[CH:11]=[CH:10][C:9]([O:12][CH:13]3[CH2:18][CH2:17][CH2:16][CH2:15][O:14]3)=[C:8]([CH3:19])[CH:7]=2)([CH2:4][CH3:5])[CH2:1][CH3:2])=[CH:21][C:22]=1[CH3:28]. (6) Given the reactants Br[C:2]1[CH:7]=[CH:6][C:5]([CH:8]([C:15]2[CH:20]=[CH:19][CH:18]=[CH:17][CH:16]=2)[C:9]2[CH:14]=[CH:13][CH:12]=[CH:11][CH:10]=2)=[CH:4][CH:3]=1.[CH:21](/B(O)O)=[CH:22]\[C:23]1[CH:28]=[CH:27][CH:26]=[CH:25][CH:24]=1.OP(O)(O)=O.CN(C=O)C, predict the reaction product. The product is: [C:9]1([CH:8]([C:15]2[CH:20]=[CH:19][CH:18]=[CH:17][CH:16]=2)[C:5]2[CH:6]=[CH:7][C:2](/[CH:21]=[CH:22]/[C:23]3[CH:28]=[CH:27][CH:26]=[CH:25][CH:24]=3)=[CH:3][CH:4]=2)[CH:14]=[CH:13][CH:12]=[CH:11][CH:10]=1. (7) The product is: [Cl:1][C:2]1[CH:7]=[CH:6][CH:5]=[CH:4][C:3]=1[N:8]1[C:12]([N:13]2[C:25](=[O:24])[C:20]3[C:21](=[CH:27][CH:28]=[CH:29][C:19]=3[I:18])[C:22]2=[O:23])=[CH:11][C:10]([C:14]([F:17])([F:15])[F:16])=[N:9]1. Given the reactants [Cl:1][C:2]1[CH:7]=[CH:6][CH:5]=[CH:4][C:3]=1[N:8]1[C:12]([NH2:13])=[CH:11][C:10]([C:14]([F:17])([F:16])[F:15])=[N:9]1.[I:18][C:19]1[CH:29]=[CH:28][CH:27]=[C:21]2[C:22]([O:24][C:25](=O)[C:20]=12)=[O:23].O, predict the reaction product. (8) Given the reactants N#N.C([O:5][C:6]([C:8]1[N:9]=[C:10]([C:13]([CH3:21])([CH3:20])[O:14][SiH2:15][C:16]([CH3:19])([CH3:18])[CH3:17])[O:11][CH:12]=1)=O)C.CC(C[AlH]CC(C)C)C.CO, predict the reaction product. The product is: [C:16]([SiH2:15][O:14][C:13]([CH3:21])([CH3:20])[C:10]1[O:11][CH:12]=[C:8]([CH:6]=[O:5])[N:9]=1)([CH3:19])([CH3:17])[CH3:18].